From a dataset of Forward reaction prediction with 1.9M reactions from USPTO patents (1976-2016). Predict the product of the given reaction. (1) Given the reactants [CH3:1][O:2][C:3](=[O:12])[CH:4]([C:6]12[CH2:11][CH:10]1[CH2:9][CH2:8][CH2:7]2)[OH:5], predict the reaction product. The product is: [CH3:1][O:2][C:3](=[O:12])[C:4]([C:6]12[CH2:11][CH:10]1[CH2:9][CH2:8][CH2:7]2)=[O:5]. (2) Given the reactants [Br:1][C:2]1[CH:3]=[C:4]([N:8]=[C:9]=[O:10])[CH:5]=[CH:6][CH:7]=1.[F:11][C:12]([F:16])([F:15])[CH2:13][NH2:14], predict the reaction product. The product is: [Br:1][C:2]1[CH:3]=[C:4]([NH:8][C:9]([NH:14][CH2:13][C:12]([F:16])([F:15])[F:11])=[O:10])[CH:5]=[CH:6][CH:7]=1. (3) Given the reactants [Cl:1][C:2]1[N:3]([CH2:10][CH2:11][C@@H:12]([OH:25])[CH2:13][O:14]S(C2C=CC(C)=CC=2)(=O)=O)[CH:4]=[C:5]([N+:7]([O-:9])=[O:8])[N:6]=1.[CH3:26][N:27]([CH2:39][CH2:40][CH:41]1[CH2:46][CH2:45][N:44]([C:47]2[CH:52]=[CH:51][C:50](O)=[CH:49][CH:48]=2)[CH2:43][CH2:42]1)[C:28]1[CH:33]=[CH:32][C:31]([O:34][C:35]([F:38])([F:37])[F:36])=[CH:30][CH:29]=1.P([O-])([O-])([O-])=O.[K+].[K+].[K+].[I-].[Na+], predict the reaction product. The product is: [Cl:1][C:2]1[N:3]([CH2:10][CH2:11][C@@H:12]([OH:25])[CH2:13][O:14][C:50]2[CH:49]=[CH:48][C:47]([N:44]3[CH2:45][CH2:46][CH:41]([CH2:40][CH2:39][N:27]([CH3:26])[C:28]4[CH:29]=[CH:30][C:31]([O:34][C:35]([F:38])([F:36])[F:37])=[CH:32][CH:33]=4)[CH2:42][CH2:43]3)=[CH:52][CH:51]=2)[CH:4]=[C:5]([N+:7]([O-:9])=[O:8])[N:6]=1. (4) Given the reactants [OH:1][C:2]1[CH:9]=[CH:8][C:5]([CH:6]=O)=[CH:4][CH:3]=1.I[CH2:11][CH2:12][CH2:13][CH2:14][CH2:15][CH2:16][CH3:17].[CH3:18][C:19]([N+:22]([O-])=[O:23])([CH3:21])[CH3:20], predict the reaction product. The product is: [CH2:11]([O:1][C:2]1[CH:9]=[CH:8][C:5]([CH:6]=[N+:22]([C:19]([CH3:21])([CH3:20])[CH3:18])[O-:23])=[CH:4][CH:3]=1)[CH2:12][CH2:13][CH2:14][CH2:15][CH2:16][CH3:17]. (5) Given the reactants C(OC(=O)[NH:10][CH2:11][CH2:12][NH:13][C:14](=[O:78])[CH2:15][C@@H:16]([NH:67]C(OCC1C=CC=CC=1)=O)[CH2:17][CH2:18][CH2:19][NH:20][C:21]([C@H:23]1[NH:41][C:40](=[O:42])[C@H:39]([CH2:43][CH2:44][CH2:45][NH:46][C:47]([O:49][C:50]([CH3:53])([CH3:52])[CH3:51])=[O:48])[NH:38][C:37](=[O:54])[C@@H:36]([NH:55][C:56]([O:58][C:59]([CH3:62])([CH3:61])[CH3:60])=[O:57])[CH2:35][C:34]2[CH:63]=[C:30]([CH:31]=[CH:32][C:33]=2[OH:64])[C:29]2=[CH:65][C:25](=[C:26]([OH:66])[CH:27]=[CH:28]2)[CH2:24]1)=[O:22])C1C=CC=CC=1, predict the reaction product. The product is: [C:50]([O:49][C:47](=[O:48])[NH:46][CH2:45][CH2:44][CH2:43][C@@H:39]1[NH:38][C:37](=[O:54])[C@@H:36]([NH:55][C:56]([O:58][C:59]([CH3:62])([CH3:61])[CH3:60])=[O:57])[CH2:35][C:34]2[CH:63]=[C:30]([CH:31]=[CH:32][C:33]=2[OH:64])[C:29]2=[CH:65][C:25](=[C:26]([OH:66])[CH:27]=[CH:28]2)[CH2:24][C@@H:23]([C:21]([NH:20][CH2:19][CH2:18][CH2:17][C@H:16]([NH2:67])[CH2:15][C:14]([NH:13][CH2:12][CH2:11][NH2:10])=[O:78])=[O:22])[NH:41][C:40]1=[O:42])([CH3:51])([CH3:52])[CH3:53]. (6) Given the reactants [N:1]1[CH:6]=[CH:5][CH:4]=[CH:3][C:2]=1[CH:7]1[O:24][C:11]2([CH2:16][CH2:15][N:14]([C:17]([O:19][C:20]([CH3:23])([CH3:22])[CH3:21])=[O:18])[CH2:13][CH2:12]2)[CH2:10][NH:9][CH2:8]1.C(=O)([O-])O.[Na+].FC(F)(F)S(O[CH2:36][CH:37]([F:39])[F:38])(=O)=O, predict the reaction product. The product is: [F:38][CH:37]([F:39])[CH2:36][N:9]1[CH2:8][CH:7]([C:2]2[CH:3]=[CH:4][CH:5]=[CH:6][N:1]=2)[O:24][C:11]2([CH2:16][CH2:15][N:14]([C:17]([O:19][C:20]([CH3:21])([CH3:23])[CH3:22])=[O:18])[CH2:13][CH2:12]2)[CH2:10]1.